Dataset: Full USPTO retrosynthesis dataset with 1.9M reactions from patents (1976-2016). Task: Predict the reactants needed to synthesize the given product. (1) Given the product [Br:1][C:2]1[CH:3]=[C:4]2[C:8](=[CH:9][C:10]=1[N+:11]([O-:13])=[O:12])[N:7]([C:16]([C:17]1[CH:22]=[CH:21][CH:20]=[CH:19][CH:18]=1)([C:29]1[CH:30]=[CH:31][CH:32]=[CH:33][CH:34]=1)[C:23]1[CH:24]=[CH:25][CH:26]=[CH:27][CH:28]=1)[N:6]=[CH:5]2, predict the reactants needed to synthesize it. The reactants are: [Br:1][C:2]1[CH:3]=[C:4]2[C:8](=[CH:9][C:10]=1[N+:11]([O-:13])=[O:12])[NH:7][N:6]=[CH:5]2.[H-].[Na+].[C:16](Cl)([C:29]1[CH:34]=[CH:33][CH:32]=[CH:31][CH:30]=1)([C:23]1[CH:28]=[CH:27][CH:26]=[CH:25][CH:24]=1)[C:17]1[CH:22]=[CH:21][CH:20]=[CH:19][CH:18]=1. (2) Given the product [C:24]([O:28][C:29](=[O:38])[NH:30][CH:31]1[CH2:32][CH2:33][CH:34]([NH:37][C:4]2[N:3]=[C:2]([NH2:1])[C:7]([C:8](=[O:9])[C:10]3[CH:15]=[C:14]([F:16])[C:13]([CH3:17])=[CH:12][C:11]=3[O:18][CH3:19])=[CH:6][N:5]=2)[CH2:35][CH2:36]1)([CH3:27])([CH3:25])[CH3:26], predict the reactants needed to synthesize it. The reactants are: [NH2:1][C:2]1[C:7]([C:8]([C:10]2[CH:15]=[C:14]([F:16])[C:13]([CH3:17])=[CH:12][C:11]=2[O:18][CH3:19])=[O:9])=[CH:6][N:5]=[C:4](S(CC)=O)[N:3]=1.[C:24]([O:28][C:29](=[O:38])[NH:30][C@H:31]1[CH2:36][CH2:35][C@H:34]([NH2:37])[CH2:33][CH2:32]1)([CH3:27])([CH3:26])[CH3:25].